Dataset: Forward reaction prediction with 1.9M reactions from USPTO patents (1976-2016). Task: Predict the product of the given reaction. (1) Given the reactants C[O:2][C:3](=[O:41])[C@@H:4]([NH:26][C:27]1[CH:32]=[CH:31][CH:30]=[CH:29][C:28]=1[C:33](=[O:40])[C:34]1[CH:39]=[CH:38][CH:37]=[CH:36][CH:35]=1)[CH2:5][C:6]1[CH:11]=[CH:10][C:9]([O:12][CH2:13]/[CH:14]=[CH:15]/[C:16]2[CH:25]=[CH:24][C:23]3[C:18](=[CH:19][CH:20]=[CH:21][CH:22]=3)[N:17]=2)=[CH:8][CH:7]=1.[OH-].[Na+], predict the reaction product. The product is: [C:33]([C:28]1[CH:29]=[CH:30][CH:31]=[CH:32][C:27]=1[NH:26][C@@H:4]([CH2:5][C:6]1[CH:11]=[CH:10][C:9]([O:12][CH2:13]/[CH:14]=[CH:15]/[C:16]2[CH:25]=[CH:24][C:23]3[C:18](=[CH:19][CH:20]=[CH:21][CH:22]=3)[N:17]=2)=[CH:8][CH:7]=1)[C:3]([OH:41])=[O:2])(=[O:40])[C:34]1[CH:39]=[CH:38][CH:37]=[CH:36][CH:35]=1. (2) Given the reactants [CH3:1][O:2][C:3]1[CH:8]=[CH:7][C:6]([OH:9])=[C:5]([N+:10]([O-:12])=[O:11])[CH:4]=1.C(=O)([O-])[O-].[K+].[K+].Br[CH2:20][C:21]([O:23][CH2:24][CH3:25])=[O:22], predict the reaction product. The product is: [CH3:1][O:2][C:3]1[CH:8]=[CH:7][C:6]([O:9][CH2:20][C:21]([O:23][CH2:24][CH3:25])=[O:22])=[C:5]([N+:10]([O-:12])=[O:11])[CH:4]=1.